Dataset: Full USPTO retrosynthesis dataset with 1.9M reactions from patents (1976-2016). Task: Predict the reactants needed to synthesize the given product. (1) The reactants are: [Cl:1][C:2]1[CH:3]=[CH:4][C:5]2[N:9]=[C:8]([NH:10][CH2:11][C:12]3[CH:17]=[CH:16][C:15]([Cl:18])=[CH:14][CH:13]=3)[N:7]([C:19]3[CH:24]=[CH:23][C:22]([O:25][CH2:26][CH3:27])=[CH:21][CH:20]=3)[C:6]=2[CH:28]=1.C(OCC)(=O)C.Cl. Given the product [ClH:1].[Cl:18][C:15]1[CH:14]=[CH:13][C:12]([CH2:11][NH:10][C:8]2[N:7]([C:19]3[CH:20]=[CH:21][C:22]([O:25][CH2:26][CH3:27])=[CH:23][CH:24]=3)[C:6]3[CH:28]=[C:2]([Cl:1])[CH:3]=[CH:4][C:5]=3[N:9]=2)=[CH:17][CH:16]=1, predict the reactants needed to synthesize it. (2) Given the product [CH2:10]([O:12][C:13](=[O:8])[CH2:14][CH:3]1[CH2:4][O:5][CH2:6][CH2:7][NH:2]1)[CH3:11], predict the reactants needed to synthesize it. The reactants are: Cl[N:2]1[CH2:7][CH2:6][O:5][CH2:4][CH2:3]1.[OH-:8].[K+].[CH2:10]([O:12][CH2:13][CH3:14])[CH3:11]. (3) Given the product [C:40]([O:24][CH:19]([C:12]1[C:13]([CH3:18])=[CH:14][CH:15]=[C:16]([CH3:17])[C:11]=1[C:9]1[CH:8]=[CH:7][C:6]2[O:1][CH2:2][CH2:3][CH2:4][C:5]=2[CH:10]=1)[C:20]([O:22][CH3:23])=[O:21])([CH3:39])([CH3:35])[CH3:41], predict the reactants needed to synthesize it. The reactants are: [O:1]1[C:6]2[CH:7]=[CH:8][C:9]([C:11]3[C:16]([CH3:17])=[CH:15][CH:14]=[C:13]([CH3:18])[C:12]=3[CH:19]([OH:24])[C:20]([O:22][CH3:23])=[O:21])=[CH:10][C:5]=2[CH2:4][CH2:3][CH2:2]1.Cl(O)(=O)(=O)=O.C(=O)(O)[O-].[Na+].[CH2:35]1[CH2:40][CH2:39][CH2:39][CH2:40][CH2:35]1.[C:41](OCC)(=O)[CH3:41]. (4) Given the product [Cl:1][C:2]1[C:7]([CH:8]=[O:25])=[CH:6][N:5]=[C:4]2[N:10]([CH2:13][O:14][CH2:15][CH2:16][Si:17]([CH3:20])([CH3:19])[CH3:18])[CH:11]=[N:12][C:3]=12, predict the reactants needed to synthesize it. The reactants are: [Cl:1][C:2]1[C:7]([CH:8]=C)=[CH:6][N:5]=[C:4]2[N:10]([CH2:13][O:14][CH2:15][CH2:16][Si:17]([CH3:20])([CH3:19])[CH3:18])[CH:11]=[N:12][C:3]=12.C([OH:25])(C)(C)C.C[N+]1([O-])CCOCC1.O1CCCC1.I([O-])(=O)(=O)=O.[Na+].C(O)(=O)C. (5) Given the product [NH2:10][C:11]1[C:12]2[C:19]([C:20]3[CH:21]=[N:22][C:23]4[C:28]([CH:29]=3)=[CH:27][CH:26]=[CH:25][CH:24]=4)=[C:18]3[N:17]([C:13]=2[N:14]=[CH:15][N:16]=1)[CH2:31][C@@H:32]([NH:35][C:36](=[O:42])[O:37][C:38]([CH3:41])([CH3:40])[CH3:39])[CH2:33][CH2:34]3, predict the reactants needed to synthesize it. The reactants are: C12BC(CCC1)CCC2.[NH2:10][C:11]1[C:12]2[C:19]([C:20]3[CH:21]=[N:22][C:23]4[C:28]([CH:29]=3)=[CH:27][CH:26]=[CH:25][CH:24]=4)=[C:18](Br)[N:17]([CH2:31][C@@H:32]([NH:35][C:36](=[O:42])[O:37][C:38]([CH3:41])([CH3:40])[CH3:39])[CH:33]=[CH2:34])[C:13]=2[N:14]=[CH:15][N:16]=1.[OH-].[Na+]. (6) Given the product [Br:30][C:31]1[CH:36]=[CH:35][C:34]([O:29][CH:8]([C:5]2[CH:4]=[CH:3][C:2]([Cl:1])=[CH:7][CH:6]=2)[CH2:9][CH2:10][N:11]2[CH2:16][CH2:15][CH:14]([C:17]3[CH:18]=[C:19]([NH:23][C:24](=[O:28])[CH:25]([CH3:26])[CH3:27])[CH:20]=[CH:21][CH:22]=3)[CH2:13][CH2:12]2)=[CH:33][CH:32]=1, predict the reactants needed to synthesize it. The reactants are: [Cl:1][C:2]1[CH:7]=[CH:6][C:5]([CH:8]([OH:29])[CH2:9][CH2:10][N:11]2[CH2:16][CH2:15][CH:14]([C:17]3[CH:18]=[C:19]([NH:23][C:24](=[O:28])[CH:25]([CH3:27])[CH3:26])[CH:20]=[CH:21][CH:22]=3)[CH2:13][CH2:12]2)=[CH:4][CH:3]=1.[Br:30][C:31]1[CH:36]=[CH:35][C:34](O)=[CH:33][CH:32]=1. (7) Given the product [CH:20]([C:23]1[CH:28]=[CH:27][CH:26]=[CH:25][C:24]=1[C:2]1[N:3]=[C:4]2[C:10]3[CH:11]=[CH:12][C:13]([C:15]([O:17][CH3:18])=[O:16])=[CH:14][C:9]=3[O:8][CH2:7][CH2:6][N:5]2[CH:19]=1)([CH3:22])[CH3:21], predict the reactants needed to synthesize it. The reactants are: I[C:2]1[N:3]=[C:4]2[C:10]3[CH:11]=[CH:12][C:13]([C:15]([O:17][CH3:18])=[O:16])=[CH:14][C:9]=3[O:8][CH2:7][CH2:6][N:5]2[CH:19]=1.[CH:20]([C:23]1[CH:28]=[CH:27][CH:26]=[CH:25][C:24]=1B(O)O)([CH3:22])[CH3:21].C(#N)C. (8) Given the product [ClH:36].[ClH:36].[CH2:37]([N:39]1[CH2:44][CH2:43][N:42]([C:17]([C:16]2[CH:20]=[CH:21][CH:22]=[CH:23][C:15]=2[O:14][C:12]2[CH:11]=[CH:10][N:9]=[C:8]([NH:7][C:4]3[S:5][CH:6]=[C:2]([CH3:1])[N:3]=3)[CH:13]=2)=[O:19])[CH2:41][CH2:40]1)[CH3:38], predict the reactants needed to synthesize it. The reactants are: [CH3:1][C:2]1[N:3]=[C:4]([NH:7][C:8]2[CH:13]=[C:12]([O:14][C:15]3[CH:23]=[CH:22][CH:21]=[CH:20][C:16]=3[C:17]([OH:19])=O)[CH:11]=[CH:10][N:9]=2)[S:5][CH:6]=1.C(N(CC)CC)C.C([Cl:36])(=O)OCC.[CH2:37]([N:39]1[CH2:44][CH2:43][NH:42][CH2:41][CH2:40]1)[CH3:38].